This data is from Catalyst prediction with 721,799 reactions and 888 catalyst types from USPTO. The task is: Predict which catalyst facilitates the given reaction. (1) Reactant: [NH2:1][C:2]1[C:9]([F:10])=[CH:8][CH:7]=[CH:6][C:3]=1[C:4]#[N:5].C([O-])(=O)C.[Na+].C1(C)C=CC=CC=1.[CH2:23]=[C:24]1[O:28][C:26](=[O:27])[CH2:25]1. Product: [C:4]([C:3]1[CH:6]=[CH:7][CH:8]=[C:9]([F:10])[C:2]=1[NH:1][C:26](=[O:27])[CH2:25][C:24](=[O:28])[CH3:23])#[N:5]. The catalyst class is: 6. (2) Reactant: [O:1]=[S:2]1(=[O:17])[N:7]([C:8]2[CH:16]=[CH:15][C:11]([C:12]([OH:14])=O)=[CH:10][CH:9]=2)[CH2:6][CH2:5][O:4][CH2:3]1.[Cl:18][C:19]1[CH:25]=[CH:24][C:22]([NH2:23])=[CH:21][C:20]=1[C:26]1[C:35]2[C:30](=[CH:31][CH:32]=[CH:33][CH:34]=2)[CH:29]=[CH:28][N:27]=1.CN(C(ON1N=NC2C=CC=NC1=2)=[N+](C)C)C.F[P-](F)(F)(F)(F)F.CCN(C(C)C)C(C)C. Product: [Cl:18][C:19]1[CH:25]=[CH:24][C:22]([NH:23][C:12](=[O:14])[C:11]2[CH:10]=[CH:9][C:8]([N:7]3[CH2:6][CH2:5][O:4][CH2:3][S:2]3(=[O:1])=[O:17])=[CH:16][CH:15]=2)=[CH:21][C:20]=1[C:26]1[C:35]2[C:30](=[CH:31][CH:32]=[CH:33][CH:34]=2)[CH:29]=[CH:28][N:27]=1. The catalyst class is: 3. (3) Product: [Cl:9][C:3]1[C:2]2=[N:1][C:10]([OH:14])=[C:11]([CH3:13])[N:8]=[C:7]2[CH:6]=[CH:5][N:4]=1. The catalyst class is: 5. Reactant: [NH2:1][C:2]1[C:3]([Cl:9])=[N:4][CH:5]=[CH:6][C:7]=1[NH2:8].[C:10](O)(=[O:14])[C:11]([CH3:13])=O. (4) Reactant: [C:1]([C:3]1[CH:8]=[CH:7][C:6]([C@@H:9]2[C:14]([C:15]#[N:16])=[C:13]([CH3:17])[N:12]([C:18]3[CH:23]=[CH:22][CH:21]=[C:20]([C:24]([F:27])([F:26])[F:25])[CH:19]=3)[C:11](=[O:28])[NH:10]2)=[C:5]([S:29]([CH3:32])(=[O:31])=[O:30])[CH:4]=1)#[N:2].[F:33][C:34]([F:45])([F:44])[C:35]1[CH:36]=[C:37](B(O)O)[CH:38]=[CH:39][CH:40]=1.N1C=CC=CC=1.C(N(CC)CC)C. Product: [C:1]([C:3]1[CH:8]=[CH:7][C:6]([C@@H:9]2[C:14]([C:15]#[N:16])=[C:13]([CH3:17])[N:12]([C:18]3[CH:23]=[CH:22][CH:21]=[C:20]([C:24]([F:27])([F:26])[F:25])[CH:19]=3)[C:11](=[O:28])[N:10]2[C:39]2[CH:38]=[CH:37][CH:36]=[C:35]([C:34]([F:45])([F:44])[F:33])[CH:40]=2)=[C:5]([S:29]([CH3:32])(=[O:31])=[O:30])[CH:4]=1)#[N:2]. The catalyst class is: 221. (5) Reactant: [NH2:1][C:2]1[CH:3]=[C:4]2[C:8](=[CH:9][CH:10]=1)[CH2:7][N:6]([C:11]([O:13][C:14]([CH3:17])([CH3:16])[CH3:15])=[O:12])[CH2:5]2.Cl[C:19]1[N:24]=[C:23]([NH:25][C@@H:26]2[CH2:31][CH2:30][CH2:29][N:28]([C:32](=[O:35])[CH:33]=[CH2:34])[CH2:27]2)[C:22]([F:36])=[CH:21][N:20]=1.C([O-])([O-])=O.[Cs+].[Cs+].CN(C1C(C2C(P(C3CCCCC3)C3CCCCC3)=CC=CC=2)=CC=CC=1)C. Product: [C:32]([N:28]1[CH2:29][CH2:30][CH2:31][C@@H:26]([NH:25][C:23]2[C:22]([F:36])=[CH:21][N:20]=[C:19]([NH:1][C:2]3[CH:3]=[C:4]4[C:8](=[CH:9][CH:10]=3)[CH2:7][N:6]([C:11]([O:13][C:14]([CH3:17])([CH3:16])[CH3:15])=[O:12])[CH2:5]4)[N:24]=2)[CH2:27]1)(=[O:35])[CH:33]=[CH2:34]. The catalyst class is: 110. (6) The catalyst class is: 3. Reactant: [Cl:1][C:2]1[C:7]([C:8]2[CH:13]=[CH:12][CH:11]=[CH:10][CH:9]=2)=[N:6][NH:5][C:4](=[O:14])[CH:3]=1.C([O-])([O-])=O.[K+].[K+].Br[CH2:22][C:23]1[CH:28]=[CH:27][C:26]([O:29][CH3:30])=[CH:25][CH:24]=1.O. Product: [Cl:1][C:2]1[C:7]([C:8]2[CH:13]=[CH:12][CH:11]=[CH:10][CH:9]=2)=[N:6][N:5]([CH2:22][C:23]2[CH:28]=[CH:27][C:26]([O:29][CH3:30])=[CH:25][CH:24]=2)[C:4](=[O:14])[CH:3]=1.